Dataset: Forward reaction prediction with 1.9M reactions from USPTO patents (1976-2016). Task: Predict the product of the given reaction. (1) Given the reactants [CH3:1][O:2][C:3](=[O:24])/[CH:4]=[CH:5]/[C:6]1[CH:11]=[CH:10][C:9]([CH:12]2[CH2:16][CH2:15][CH2:14][N:13]2[CH2:17][CH2:18][C:19]2[NH:23][N:22]=[N:21][N:20]=2)=[CH:8][CH:7]=1.I[CH3:26].[OH-].[Na+], predict the reaction product. The product is: [CH3:1][O:2][C:3](=[O:24])/[CH:4]=[CH:5]/[C:6]1[CH:7]=[CH:8][C:9]([CH:12]2[CH2:16][CH2:15][CH2:14][N:13]2[CH2:17][CH2:18][C:19]2[N:23]=[N:22][N:21]([CH3:26])[N:20]=2)=[CH:10][CH:11]=1.[CH3:1][O:2][C:3](=[O:24])/[CH:4]=[CH:5]/[C:6]1[CH:7]=[CH:8][C:9]([CH:12]2[CH2:16][CH2:15][CH2:14][N:13]2[CH2:17][CH2:18][C:19]2[N:20]([CH3:26])[N:21]=[N:22][N:23]=2)=[CH:10][CH:11]=1. (2) Given the reactants [CH3:1][O:2][C:3]1[CH:4]=[C:5]([C:11]2[C:15]3([CH2:19][CH2:18][CH2:17][CH2:16]3)[C:14](=[O:20])[NH:13][N:12]=2)[CH:6]=[CH:7][C:8]=1[O:9][CH3:10].CC1C=CC(S(O[CH:32]2[CH2:37][CH2:36][N:35](C(OC(C)(C)C)=O)[CH2:34][CH2:33]2)(=O)=O)=CC=1, predict the reaction product. The product is: [CH3:1][O:2][C:3]1[CH:4]=[C:5]([C:11]2[C:15]3([CH2:16][CH2:17][CH2:18][CH2:19]3)[C:14](=[O:20])[N:13]([CH:32]3[CH2:37][CH2:36][NH:35][CH2:34][CH2:33]3)[N:12]=2)[CH:6]=[CH:7][C:8]=1[O:9][CH3:10]. (3) Given the reactants [CH2:1]([O:8][C:9]([N:11]1[CH2:15][C@H:14]([O:16][Si:17]([C:20]([CH3:23])([CH3:22])[CH3:21])([CH3:19])[CH3:18])[C@H:13]([NH:24][C:25]2[CH:26]=[C:27]([CH3:43])[C:28]([C:32]3[C:33]([O:41][CH3:42])=[N:34][C:35]([CH:38]([CH3:40])[CH3:39])=[CH:36][CH:37]=3)=[N:29][C:30]=2[Br:31])[CH2:12]1)=[O:10])[C:2]1[CH:7]=[CH:6][CH:5]=[CH:4][CH:3]=1.[CH3:44][C:45]([O-])(C)[CH3:46].[K+].C(Br)C=C.O, predict the reaction product. The product is: [CH2:1]([O:8][C:9]([N:11]1[CH2:15][C@H:14]([O:16][Si:17]([C:20]([CH3:21])([CH3:22])[CH3:23])([CH3:18])[CH3:19])[C@H:13]([N:24]([CH2:46][CH:45]=[CH2:44])[C:25]2[CH:26]=[C:27]([CH3:43])[C:28]([C:32]3[C:33]([O:41][CH3:42])=[N:34][C:35]([CH:38]([CH3:39])[CH3:40])=[CH:36][CH:37]=3)=[N:29][C:30]=2[Br:31])[CH2:12]1)=[O:10])[C:2]1[CH:7]=[CH:6][CH:5]=[CH:4][CH:3]=1. (4) Given the reactants [Br:1][C:2]1[C:7]([O:8]C)=[C:6]([NH:10][C:11](=[O:16])[C:12]([CH3:15])([CH3:14])[CH3:13])[C:5]([C:17]#[N:18])=[C:4]([CH3:19])[C:3]=1[C:20]1[CH:25]=[CH:24][CH:23]=[C:22]([N+:26]([O-:28])=[O:27])[CH:21]=1.BrB(Br)Br.C(=O)([O-])[O-].[Na+].[Na+], predict the reaction product. The product is: [Br:1][C:2]1[C:7]([OH:8])=[C:6]([NH:10][C:11](=[O:16])[C:12]([CH3:15])([CH3:13])[CH3:14])[C:5]([C:17]#[N:18])=[C:4]([CH3:19])[C:3]=1[C:20]1[CH:25]=[CH:24][CH:23]=[C:22]([N+:26]([O-:28])=[O:27])[CH:21]=1.